Regression. Given two drug SMILES strings and cell line genomic features, predict the synergy score measuring deviation from expected non-interaction effect. From a dataset of NCI-60 drug combinations with 297,098 pairs across 59 cell lines. (1) Drug 1: C1CCC(CC1)NC(=O)N(CCCl)N=O. Drug 2: CN(CCCl)CCCl.Cl. Cell line: SK-OV-3. Synergy scores: CSS=3.15, Synergy_ZIP=-1.73, Synergy_Bliss=-2.01, Synergy_Loewe=-3.23, Synergy_HSA=-2.94. (2) Drug 1: C1C(C(OC1N2C=C(C(=O)NC2=O)F)CO)O. Drug 2: CC1C(C(CC(O1)OC2CC(CC3=C2C(=C4C(=C3O)C(=O)C5=C(C4=O)C(=CC=C5)OC)O)(C(=O)CO)O)N)O.Cl. Cell line: U251. Synergy scores: CSS=41.1, Synergy_ZIP=-6.34, Synergy_Bliss=-6.32, Synergy_Loewe=-8.45, Synergy_HSA=-0.570. (3) Drug 1: C1CCC(C1)C(CC#N)N2C=C(C=N2)C3=C4C=CNC4=NC=N3. Drug 2: CC(C)NC(=O)C1=CC=C(C=C1)CNNC.Cl. Cell line: UO-31. Synergy scores: CSS=11.1, Synergy_ZIP=-4.63, Synergy_Bliss=-4.97, Synergy_Loewe=-13.8, Synergy_HSA=-4.29. (4) Drug 1: CNC(=O)C1=CC=CC=C1SC2=CC3=C(C=C2)C(=NN3)C=CC4=CC=CC=N4. Drug 2: C1C(C(OC1N2C=NC3=C2NC=NCC3O)CO)O. Cell line: CAKI-1. Synergy scores: CSS=11.6, Synergy_ZIP=0.602, Synergy_Bliss=-3.27, Synergy_Loewe=-1.78, Synergy_HSA=-1.75. (5) Drug 1: CC1=C(N=C(N=C1N)C(CC(=O)N)NCC(C(=O)N)N)C(=O)NC(C(C2=CN=CN2)OC3C(C(C(C(O3)CO)O)O)OC4C(C(C(C(O4)CO)O)OC(=O)N)O)C(=O)NC(C)C(C(C)C(=O)NC(C(C)O)C(=O)NCCC5=NC(=CS5)C6=NC(=CS6)C(=O)NCCC[S+](C)C)O. Drug 2: CC(C)CN1C=NC2=C1C3=CC=CC=C3N=C2N. Cell line: UO-31. Synergy scores: CSS=28.9, Synergy_ZIP=-8.65, Synergy_Bliss=-4.05, Synergy_Loewe=-3.36, Synergy_HSA=-1.85. (6) Synergy scores: CSS=26.5, Synergy_ZIP=-7.42, Synergy_Bliss=-1.46, Synergy_Loewe=-4.48, Synergy_HSA=-1.56. Drug 1: C1=CC(=CC=C1CC(C(=O)O)N)N(CCCl)CCCl.Cl. Cell line: SF-539. Drug 2: CN(CCCl)CCCl.Cl. (7) Drug 1: C1=CC(=CC=C1CC(C(=O)O)N)N(CCCl)CCCl.Cl. Drug 2: CC12CCC3C(C1CCC2OP(=O)(O)O)CCC4=C3C=CC(=C4)OC(=O)N(CCCl)CCCl.[Na+]. Cell line: CCRF-CEM. Synergy scores: CSS=29.7, Synergy_ZIP=-1.56, Synergy_Bliss=-6.77, Synergy_Loewe=-47.8, Synergy_HSA=-7.43.